From a dataset of Peptide-MHC class I binding affinity with 185,985 pairs from IEDB/IMGT. Regression. Given a peptide amino acid sequence and an MHC pseudo amino acid sequence, predict their binding affinity value. This is MHC class I binding data. (1) The peptide sequence is HERPVILSL. The MHC is HLA-B27:05 with pseudo-sequence HLA-B27:05. The binding affinity (normalized) is 0.0847. (2) The peptide sequence is ETAWPFFYA. The MHC is HLA-B15:17 with pseudo-sequence HLA-B15:17. The binding affinity (normalized) is 0.0847. (3) The peptide sequence is KQWGWFALL. The MHC is HLA-B73:01 with pseudo-sequence HLA-B73:01. The binding affinity (normalized) is 0.0847. (4) The peptide sequence is LALMDLLM. The MHC is H-2-Dd with pseudo-sequence H-2-Dd. The binding affinity (normalized) is 0.0278. (5) The peptide sequence is ITFLRPVLKA. The MHC is HLA-A02:03 with pseudo-sequence HLA-A02:03. The binding affinity (normalized) is 0.392. (6) The peptide sequence is FLLSLGIHL. The MHC is Patr-A0701 with pseudo-sequence Patr-A0701. The binding affinity (normalized) is 0.187.